From a dataset of Catalyst prediction with 721,799 reactions and 888 catalyst types from USPTO. Predict which catalyst facilitates the given reaction. Reactant: [C:1]([O:5][C:6]([NH:8][CH2:9][CH2:10][CH2:11][NH:12][CH2:13][C:14]#[CH:15])=[O:7])([CH3:4])([CH3:3])[CH3:2].[CH3:16][C:17]([O:20][C:21](O[C:21]([O:20][C:17]([CH3:19])([CH3:18])[CH3:16])=[O:22])=[O:22])([CH3:19])[CH3:18]. Product: [C:1]([O:5][C:6]([NH:8][CH2:9][CH2:10][CH2:11][N:12]([CH2:13][C:14]#[CH:15])[C:21]([O:20][C:17]([CH3:19])([CH3:18])[CH3:16])=[O:22])=[O:7])([CH3:4])([CH3:3])[CH3:2]. The catalyst class is: 20.